From a dataset of Peptide-MHC class II binding affinity with 134,281 pairs from IEDB. Regression. Given a peptide amino acid sequence and an MHC pseudo amino acid sequence, predict their binding affinity value. This is MHC class II binding data. (1) The peptide sequence is DKLTIEAIENYFLD. The MHC is DRB1_0401 with pseudo-sequence DRB1_0401. The binding affinity (normalized) is 0.191. (2) The MHC is HLA-DQA10501-DQB10301 with pseudo-sequence HLA-DQA10501-DQB10301. The binding affinity (normalized) is 0.663. The peptide sequence is AAATLGTTVYGAFAA. (3) The peptide sequence is TLMLVALLGAMTAGI. The MHC is DRB1_0101 with pseudo-sequence DRB1_0101. The binding affinity (normalized) is 0.662.